This data is from Reaction yield outcomes from USPTO patents with 853,638 reactions. The task is: Predict the reaction yield, written as a fraction of the theoretical maximum amount of product (1.0 means a 100% yield; for example, 0.34 means a 34% yield). (1) The reactants are [N:1]12[CH2:8][CH2:7][C:4]([C:9]([C:17]3[CH:22]=[CH:21][CH:20]=[CH:19][CH:18]=3)([C:11]3[CH:16]=[CH:15][CH:14]=[CH:13][CH:12]=3)[OH:10])([CH2:5][CH2:6]1)[CH2:3][CH2:2]2.[Br:23][CH2:24][CH2:25][O:26][CH:27]1[CH2:32][CH2:31][CH2:30][CH2:29][O:28]1. The catalyst is CC#N. The product is [Br-:23].[OH:10][C:9]([C:17]1[CH:22]=[CH:21][CH:20]=[CH:19][CH:18]=1)([C:11]1[CH:12]=[CH:13][CH:14]=[CH:15][CH:16]=1)[C:4]12[CH2:5][CH2:6][N+:1]([CH2:24][CH2:25][O:26][CH:27]3[CH2:32][CH2:31][CH2:30][CH2:29][O:28]3)([CH2:2][CH2:3]1)[CH2:8][CH2:7]2. The yield is 0.316. (2) The reactants are C(OC([N:8]([CH2:21][CH:22]1[CH2:24][CH2:23]1)[CH2:9][C@H:10]([C:14]1[CH:19]=[CH:18][C:17]([Cl:20])=[CH:16][CH:15]=1)[C:11]([OH:13])=[O:12])=O)(C)(C)C.Cl. The catalyst is C(Cl)Cl. The product is [ClH:20].[Cl:20][C:17]1[CH:16]=[CH:15][C:14]([C@@H:10]([CH2:9][NH:8][CH2:21][CH:22]2[CH2:24][CH2:23]2)[C:11]([OH:13])=[O:12])=[CH:19][CH:18]=1. The yield is 0.950. (3) The reactants are [Cl:1][C:2]1[CH:11]=[CH:10][C:9]2[C:4](=[C:5]3[CH:16]=[C:15]([O:17][CH3:18])[CH:14]=[CH:13][C:6]3=[C:7]([OH:12])[CH:8]=2)[N:3]=1.CN(C=[O:23])C. No catalyst specified. The product is [Cl:1][C:2]1[CH:11]=[CH:10][C:9]2[C:8](=[O:23])[C:7](=[O:12])[C:6]3[CH:13]=[CH:14][C:15]([O:17][CH3:18])=[CH:16][C:5]=3[C:4]=2[N:3]=1. The yield is 0.950. (4) The catalyst is O.CC(C)=O. The reactants are C(Cl)(=O)C1C=CC=CC=1.[S-:10][C:11]#[N:12].[NH4+].[F:14][C:15]1[CH:16]=[C:17]([CH:19]=[CH:20][CH:21]=1)[NH2:18].[OH-].[Na+]. The yield is 0.840. The product is [F:14][C:15]1[CH:16]=[C:17]([NH:18][C:11]([NH2:12])=[S:10])[CH:19]=[CH:20][CH:21]=1.